This data is from Forward reaction prediction with 1.9M reactions from USPTO patents (1976-2016). The task is: Predict the product of the given reaction. (1) Given the reactants [CH2:1]([O:8][C:9]1[N:10]=[N:11][C:12]([CH2:23][C:24]2[CH:29]=[CH:28][C:27](F)=[CH:26][CH:25]=2)=[CH:13][C:14]=1[O:15][CH2:16][C:17]1[CH:22]=[CH:21][CH:20]=[CH:19][CH:18]=1)[C:2]1[CH:7]=[CH:6][CH:5]=[CH:4][CH:3]=1.[CH2:31](OC1N=NC(Cl)=CC=1OCC1C=CC=CC=1)C1C=CC=CC=1.[Cl-].CC1C=CC(C[Zn+])=CC=1, predict the reaction product. The product is: [CH2:1]([O:8][C:9]1[N:10]=[N:11][C:12]([CH2:23][C:24]2[CH:29]=[CH:28][C:27]([CH3:31])=[CH:26][CH:25]=2)=[CH:13][C:14]=1[O:15][CH2:16][C:17]1[CH:22]=[CH:21][CH:20]=[CH:19][CH:18]=1)[C:2]1[CH:7]=[CH:6][CH:5]=[CH:4][CH:3]=1. (2) Given the reactants [H-].[Na+].[C:3](#[N:5])[CH3:4].[CH3:6][O:7][C:8]1[CH:9]=[C:10]([CH:15]=[CH:16][CH:17]=1)[C:11](OC)=[O:12], predict the reaction product. The product is: [CH3:6][O:7][C:8]1[CH:9]=[C:10]([C:11](=[O:12])[CH2:4][C:3]#[N:5])[CH:15]=[CH:16][CH:17]=1. (3) The product is: [CH:24]1[C:25]2[CH:26]([CH2:28][O:29][C:30]([NH:32][C@@H:33]([CH2:41][S:42][CH2:6][C@H:7]([OH:1])[CH2:8][OH:10])[C:34]([O:36][C:37]([CH3:38])([CH3:39])[CH3:40])=[O:35])=[O:31])[C:27]3[C:19](=[CH:18][CH:17]=[CH:16][CH:15]=3)[C:20]=2[CH:21]=[CH:22][CH:23]=1. Given the reactants [OH-:1].[Na+].[N+]([C:6]1C=CC=C[C:7]=1[C:8]([O-:10])=O)([O-])=O.[CH:15]1[C:27]2[CH:26]([CH2:28][O:29][C:30]([NH:32][C@@H:33]([CH2:41][SH:42])[C:34]([O:36][C:37]([CH3:40])([CH3:39])[CH3:38])=[O:35])=[O:31])[C:25]3[C:20](=[CH:21][CH:22]=[CH:23][CH:24]=3)[C:19]=2[CH:18]=[CH:17][CH:16]=1, predict the reaction product.